This data is from Forward reaction prediction with 1.9M reactions from USPTO patents (1976-2016). The task is: Predict the product of the given reaction. (1) Given the reactants [O:1]1[C:6]2[CH:7]=[CH:8][C:9]([S:11][C:12]3[CH:17]=[CH:16][C:15]([C:18]4[CH:23]=[CH:22][N:21]=[CH:20][CH:19]=4)=[CH:14][C:13]=3[C:24]([F:27])([F:26])[F:25])=[CH:10][C:5]=2[O:4][CH2:3][CH2:2]1.OC1CCNC1.[OH:34][CH2:35][C@H:36]1[CH2:40][CH2:39][CH2:38][NH:37]1, predict the reaction product. The product is: [O:1]1[C:6]2[CH:7]=[CH:8][C:9]([S:11][C:12]3[CH:17]=[CH:16][C:15]([C:18]4[CH:19]=[CH:20][N:21]=[C:22]([N:37]5[CH2:38][CH2:39][CH2:40][CH:36]5[CH2:35][OH:34])[CH:23]=4)=[CH:14][C:13]=3[C:24]([F:25])([F:26])[F:27])=[CH:10][C:5]=2[O:4][CH2:3][CH2:2]1. (2) Given the reactants Cl.[Cl:2][C:3]1[CH:8]=[CH:7][C:6]([C:9]2[N:10]=[C:11]([C:14]([OH:16])=O)[S:12][CH:13]=2)=[CH:5][CH:4]=1.C1C=CC2N(O)N=NC=2C=1.CCN=C=NCCCN(C)C.Cl.C(N(C(C)C)CC)(C)C.Cl.[CH3:49][S:50]([C:53]1[CH:60]=[CH:59][C:56]([CH2:57][NH2:58])=[CH:55][CH:54]=1)(=[O:52])=[O:51], predict the reaction product. The product is: [CH3:49][S:50]([C:53]1[CH:60]=[CH:59][C:56]([CH2:57][NH:58][C:14]([C:11]2[S:12][CH:13]=[C:9]([C:6]3[CH:5]=[CH:4][C:3]([Cl:2])=[CH:8][CH:7]=3)[N:10]=2)=[O:16])=[CH:55][CH:54]=1)(=[O:51])=[O:52]. (3) Given the reactants [CH2:1]1[C:6]([C:7]([OH:9])=[O:8])=[CH:5][CH2:4][NH:3][CH2:2]1.Cl.Cl[C:12]1[C:17]([N+:18]([O-:20])=[O:19])=[CH:16][CH:15]=[CH:14][N:13]=1.C(=O)([O-])[O-].[K+].[K+].O, predict the reaction product. The product is: [N+:18]([C:17]1[C:12]([N:3]2[CH2:2][CH:1]=[C:6]([C:7]([OH:9])=[O:8])[CH2:5][CH2:4]2)=[N:13][CH:14]=[CH:15][CH:16]=1)([O-:20])=[O:19]. (4) Given the reactants CC1(C)C(C)(C)OB([C:9]2[CH:10]=[C:11]3[C:16](=[C:17]([C:19]([O:21][CH3:22])=[O:20])[CH:18]=2)[N:15]=[CH:14][CH:13]=[CH:12]3)O1.Br[C:25]([C:27]1[CH:28]=[N:29][CH:30]=[N:31][CH:32]=1)=[CH2:26].C([O-])([O-])=O.[Na+].[Na+], predict the reaction product. The product is: [N:29]1[CH:28]=[C:27]([C:25]([C:9]2[CH:10]=[C:11]3[C:16](=[C:17]([C:19]([O:21][CH3:22])=[O:20])[CH:18]=2)[N:15]=[CH:14][CH:13]=[CH:12]3)=[CH2:26])[CH:32]=[N:31][CH:30]=1. (5) Given the reactants [CH2:1]([O:5]C(Cl)=O)[CH:2](C)C.[NH2:9][C@H:10]([CH2:14][OH:15])[C:11]([OH:13])=[O:12].O.C(=O)([O-])[O-].[Na+].[Na+], predict the reaction product. The product is: [C:1]([NH:9][C@H:10]([CH2:14][OH:15])[C:11]([OH:13])=[O:12])(=[O:5])[CH3:2]. (6) Given the reactants Cl[C:2]1[C:7]([CH3:8])=[C:6]([NH:9][C@@H:10]2[CH2:14][CH2:13][O:12][CH2:11]2)[N:5]=[C:4]([C:15]2[CH:16]=[C:17]([OH:21])[CH:18]=[CH:19][CH:20]=2)[N:3]=1.[NH:22]1[CH2:27][CH2:26][O:25][CH2:24][CH2:23]1.C([O-])([O-])=O.[Na+].[Na+], predict the reaction product. The product is: [CH3:8][C:7]1[C:2]([N:22]2[CH2:27][CH2:26][O:25][CH2:24][CH2:23]2)=[N:3][C:4]([C:15]2[CH:16]=[C:17]([OH:21])[CH:18]=[CH:19][CH:20]=2)=[N:5][C:6]=1[NH:9][C@@H:10]1[CH2:14][CH2:13][O:12][CH2:11]1.